Task: Predict the reaction yield, written as a fraction of the theoretical maximum amount of product (1.0 means a 100% yield; for example, 0.34 means a 34% yield).. Dataset: Reaction yield outcomes from USPTO patents with 853,638 reactions (1) The reactants are [H-].[Na+].[Cl:3][C:4]1[CH:9]=[C:8]([Cl:10])[CH:7]=[CH:6][C:5]=1[OH:11].BrC[O:14][C:15](=[O:17])[CH3:16].O. The catalyst is CN(C)C=O. The product is [Cl:3][C:4]1[CH:9]=[C:8]([Cl:10])[CH:7]=[CH:6][C:5]=1[O:11][CH2:16][C:15]([OH:17])=[O:14]. The yield is 0.940. (2) The reactants are [NH2:1][C:2]1[CH:7]=[CH:6][C:5]([C:8]([C:10]2[CH:19]=[CH:18][CH:17]=[CH:16][C:11]=2[C:12]([O:14][CH3:15])=[O:13])=[O:9])=[CH:4][C:3]=1[N+:20]([O-])=O.O.O.[Sn](Cl)Cl. The catalyst is C(O)(=O)C. The product is [NH2:20][C:3]1[CH:4]=[C:5]([C:8]([C:10]2[CH:19]=[CH:18][CH:17]=[CH:16][C:11]=2[C:12]([O:14][CH3:15])=[O:13])=[O:9])[CH:6]=[CH:7][C:2]=1[NH2:1]. The yield is 0.370. (3) The reactants are C[O:2][C:3](=[O:43])[C:4]1[CH:9]=[CH:8][C:7]([NH:10][C:11]([C@H:13]2[C@H:17]([C:18]3[CH:23]=[CH:22][CH:21]=[C:20]([Cl:24])[C:19]=3[F:25])[C@:16]([C:28]3[CH:33]=[CH:32][C:31]([Cl:34])=[CH:30][C:29]=3[F:35])([C:26]#[N:27])[C@H:15]([CH2:36][C:37]([CH3:40])([CH3:39])[CH3:38])[NH:14]2)=[O:12])=[CH:6][C:5]=1[O:41][CH3:42].[CH:44](=O)[CH3:45].C(O[BH-](OC(=O)C)OC(=O)C)(=O)C.[Na+].[Li+].[OH-]. The product is [Cl:24][C:20]1[C:19]([F:25])=[C:18]([C@@H:17]2[C@:16]([C:28]3[CH:33]=[CH:32][C:31]([Cl:34])=[CH:30][C:29]=3[F:35])([C:26]#[N:27])[C@H:15]([CH2:36][C:37]([CH3:38])([CH3:39])[CH3:40])[N:14]([CH2:44][CH3:45])[C@H:13]2[C:11]([NH:10][C:7]2[CH:8]=[CH:9][C:4]([C:3]([OH:2])=[O:43])=[C:5]([O:41][CH3:42])[CH:6]=2)=[O:12])[CH:23]=[CH:22][CH:21]=1. The catalyst is CC(O)=O.C1COCC1.CO.O. The yield is 0.751. (4) The reactants are O[CH:2]1[C:11]2[C:6](=[CH:7][CH:8]=[CH:9][CH:10]=2)[O:5][CH2:4][CH2:3]1.C(OC(=O)C)(=O)C.[H][H]. The catalyst is C(O)(=O)C.[Pd]. The product is [O:5]1[C:6]2[C:11](=[CH:10][CH:9]=[CH:8][CH:7]=2)[CH2:2][CH2:3][CH2:4]1. The yield is 0.850. (5) The reactants are [Cl:1][C:2]1[C:3](=[O:32])[NH:4][CH:5]=[C:6]([C:17]([N:19]2[CH2:24][CH2:23][CH:22]([C:25]3[CH:30]=[CH:29][C:28]([F:31])=[CH:27][CH:26]=3)[CH2:21][CH2:20]2)=[O:18])[C:7]=1[NH:8][C:9]1[CH:14]=[C:13]([Cl:15])[CH:12]=[CH:11][C:10]=1[CH3:16].FC(F)(F)S(O[CH2:39][C:40]([F:43])([F:42])[F:41])(=O)=O. No catalyst specified. The product is [Cl:1][C:2]1[C:3](=[O:32])[N:4]([CH2:39][C:40]([F:43])([F:42])[F:41])[CH:5]=[C:6]([C:17]([N:19]2[CH2:24][CH2:23][CH:22]([C:25]3[CH:26]=[CH:27][C:28]([F:31])=[CH:29][CH:30]=3)[CH2:21][CH2:20]2)=[O:18])[C:7]=1[NH:8][C:9]1[CH:14]=[C:13]([Cl:15])[CH:12]=[CH:11][C:10]=1[CH3:16]. The yield is 0.680. (6) The reactants are [CH2:1]([O:8][C:9]([C:11]1[CH:20]=[C:19]([O:21][CH2:22][C:23]2[CH:28]=[CH:27][CH:26]=[CH:25][CH:24]=2)[C:18]2[C:13](=[C:14]([O:30][CH2:31][C:32]3[CH:37]=[CH:36][CH:35]=[CH:34][CH:33]=3)[C:15](Br)=[CH:16][CH:17]=2)[N:12]=1)=[O:10])[C:2]1[CH:7]=[CH:6][CH:5]=[CH:4][CH:3]=1.[C:38]1(C#C)[CH:43]=[CH:42][CH:41]=[CH:40][CH:39]=1.C#CCCCC. No catalyst specified. The product is [CH2:1]([O:8][C:9]([C:11]1[CH:20]=[C:19]([O:21][CH2:22][C:23]2[CH:28]=[CH:27][CH:26]=[CH:25][CH:24]=2)[C:18]2[C:13](=[C:14]([O:30][CH2:31][C:32]3[CH:37]=[CH:36][CH:35]=[CH:34][CH:33]=3)[C:15]([C:43]#[C:38][CH2:39][CH2:40][CH2:41][CH3:42])=[CH:16][CH:17]=2)[N:12]=1)=[O:10])[C:2]1[CH:7]=[CH:6][CH:5]=[CH:4][CH:3]=1. The yield is 0.630. (7) The reactants are Cl[C:2]1[C:11]2[C:6](=[CH:7][C:8]([O:14][CH3:15])=[C:9]([O:12][CH3:13])[CH:10]=2)[N:5]=[CH:4][CH:3]=1.[C:16]([O:25][CH2:26][CH2:27][CH:28]([CH3:30])[CH3:29])(=[O:24])[C:17]1[C:18](=[CH:20][CH:21]=[CH:22][CH:23]=1)[OH:19]. The catalyst is CN(C)C1C=CN=CC=1.ClC1C=CC=CC=1Cl. The product is [CH3:13][O:12][C:9]1[CH:10]=[C:11]2[C:6](=[CH:7][C:8]=1[O:14][CH3:15])[N:5]=[CH:4][CH:3]=[C:2]2[O:19][C:18]1[CH:20]=[CH:21][CH:22]=[CH:23][C:17]=1[C:16]([O:25][CH2:26][CH2:27][CH:28]([CH3:29])[CH3:30])=[O:24]. The yield is 0.560. (8) The reactants are [C:1]([O:5][C:6](=[O:37])[NH:7][C:8]1[CH:13]=[CH:12][CH:11]=[C:10]([C:14]2[CH:19]=[CH:18][C:17]([S:20]([N:23]3[CH2:27][CH2:26][CH2:25][CH:24]3[C:28](C)(C)[O:29][SiH2]C(C)(C)C)(=[O:22])=[O:21])=[CH:16][CH:15]=2)[N:9]=1)([CH3:4])([CH3:3])[CH3:2].CCCC[N+](CCCC)(CCCC)CCCC.[F-]. The catalyst is C(Cl)Cl. The product is [C:1]([O:5][C:6](=[O:37])[NH:7][C:8]1[CH:13]=[CH:12][CH:11]=[C:10]([C:14]2[CH:19]=[CH:18][C:17]([S:20]([N:23]3[CH2:27][CH2:26][CH2:25][CH:24]3[CH2:28][OH:29])(=[O:22])=[O:21])=[CH:16][CH:15]=2)[N:9]=1)([CH3:4])([CH3:2])[CH3:3]. The yield is 0.860. (9) No catalyst specified. The product is [CH3:1][O:2][C:3](=[O:41])[C:4]1[CH:9]=[C:8]([N:10]2[CH:14]=[C:13]([C:15]3[CH:20]=[CH:19][C:18]([Cl:21])=[CH:17][C:16]=3[Cl:22])[N:12]=[C:11]2[CH2:23][C:24]2[CH:25]=[CH:26][C:27]([C:30]3[CH:35]=[CH:34][C:33]([O:36][C:43]4[CH:48]=[CH:47][C:46]([N+:49]([O-:51])=[O:50])=[CH:45][CH:44]=4)=[CH:32][CH:31]=3)=[CH:28][CH:29]=2)[CH:7]=[CH:6][C:5]=1[C:37]([F:38])([F:39])[F:40]. The reactants are [CH3:1][O:2][C:3](=[O:41])[C:4]1[CH:9]=[C:8]([N:10]2[CH:14]=[C:13]([C:15]3[CH:20]=[CH:19][C:18]([Cl:21])=[CH:17][C:16]=3[Cl:22])[N:12]=[C:11]2[CH2:23][C:24]2[CH:29]=[CH:28][C:27]([C:30]3[CH:35]=[CH:34][C:33]([OH:36])=[CH:32][CH:31]=3)=[CH:26][CH:25]=2)[CH:7]=[CH:6][C:5]=1[C:37]([F:40])([F:39])[F:38].F[C:43]1[CH:48]=[CH:47][C:46]([N+:49]([O-:51])=[O:50])=[CH:45][CH:44]=1. The yield is 0.720. (10) The reactants are [Li]CCCC.N12CCN(CC1)CC2.[Cl:14][C:15]1[CH:20]=[CH:19][CH:18]=[C:17]([Cl:21])[N:16]=1.CON(C)[C:25](=[O:32])[C:26]1[CH:31]=[CH:30][CH:29]=[CH:28][CH:27]=1. The catalyst is C1COCC1. The product is [Cl:14][C:15]1[C:20]([C:25]([C:26]2[CH:31]=[CH:30][CH:29]=[CH:28][CH:27]=2)=[O:32])=[CH:19][CH:18]=[C:17]([Cl:21])[N:16]=1. The yield is 0.161.